Dataset: Reaction yield outcomes from USPTO patents with 853,638 reactions. Task: Predict the reaction yield, written as a fraction of the theoretical maximum amount of product (1.0 means a 100% yield; for example, 0.34 means a 34% yield). (1) The reactants are [C:1](=[O:19])([O:7][C:8]1[CH:13]=[CH:12][C:11]([C:14]([CH3:17])([CH3:16])[CH3:15])=[C:10]([OH:18])[CH:9]=1)[O:2][C:3]([CH3:6])([CH3:5])[CH3:4].[CH:20]1([CH2:23]O)[CH2:22][CH2:21]1.C1(P(C2C=CC=CC=2)C2C=CC=CC=2)C=CC=CC=1.N(C(OCC)=O)=NC(OCC)=O. No catalyst specified. The product is [C:1](=[O:19])([O:7][C:8]1[CH:13]=[CH:12][C:11]([C:14]([CH3:17])([CH3:16])[CH3:15])=[C:10]([O:18][CH2:23][CH:20]2[CH2:22][CH2:21]2)[CH:9]=1)[O:2][C:3]([CH3:6])([CH3:5])[CH3:4]. The yield is 0.790. (2) The reactants are [N:1]1([CH2:6][C:7]#[C:8][CH2:9][OH:10])[CH2:5][CH2:4][CH2:3][CH2:2]1.[H-].[Al+3].[Li+].[H-].[H-].[H-].[OH-].[Na+]. The catalyst is C1COCC1. The product is [N:1]1([CH2:6]/[CH:7]=[CH:8]/[CH2:9][OH:10])[CH2:5][CH2:4][CH2:3][CH2:2]1. The yield is 0.700. (3) The reactants are [Br:1][C:2]1[CH:3]=[C:4]([N+:17]([O-:19])=[O:18])[C:5]([NH:13]C(=O)C)=[C:6]2[C:11]=1[CH2:10][N:9]([CH3:12])[CH2:8][CH2:7]2.[NH4+].[OH-]. The catalyst is O. The product is [Br:1][C:2]1[C:11]2[CH2:10][N:9]([CH3:12])[CH2:8][CH2:7][C:6]=2[C:5]([NH2:13])=[C:4]([N+:17]([O-:19])=[O:18])[CH:3]=1. The yield is 0.990. (4) The reactants are [N:1]1[CH:6]=[CH:5][CH:4]=[C:3]([C:7]2[CH2:11][CH:10]([C:12]3[CH:17]=[CH:16][CH:15]=[CH:14][C:13]=3[OH:18])[NH:9][N:8]=2)[CH:2]=1.N1C=CC=CC=1[C:25]1[CH:29]=[CH:28][S:27][C:26]=1[C:30](O)=[O:31].CCN=C=N[CH2:38][CH2:39][CH2:40][N:41]([CH3:43])C.[CH3:44]N(C=O)C. The catalyst is C(Cl)Cl.CCOC(C)=O.O. The product is [N:1]1[CH:6]=[CH:5][CH:4]=[C:3]([C:7]2[CH2:11][CH:10]([C:12]3[CH:17]=[CH:16][CH:15]=[CH:14][C:13]=3[OH:18])[N:9]([C:30]([C:26]3[S:27][C:28]([C:40]4[CH:39]=[CH:38][CH:44]=[CH:43][N:41]=4)=[CH:29][CH:25]=3)=[O:31])[N:8]=2)[CH:2]=1. The yield is 0.490. (5) The reactants are [CH3:1][O:2][C:3](=[O:11])[C:4]1[CH:9]=[CH:8][CH:7]=[CH:6][C:5]=1[CH3:10].C1C(=O)N([Br:19])C(=O)C1.C(OOC(=O)C1C=CC=CC=1)(=O)C1C=CC=CC=1. No catalyst specified. The product is [CH3:1][O:2][C:3](=[O:11])[C:4]1[CH:9]=[CH:8][CH:7]=[CH:6][C:5]=1[CH2:10][Br:19]. The yield is 0.920. (6) The reactants are [CH:1]1([NH:4][C:5]([C:7]2[N:8]=[N:9][N:10]([C:14]3[CH:19]=[CH:18][C:17]([C:20]([NH:22][CH2:23][CH3:24])=[O:21])=[CH:16][C:15]=3[OH:25])[C:11]=2[CH2:12]O)=[O:6])[CH2:3][CH2:2]1.C(P(CCCC)CCCC)CCC.C1CCN(C(N=NC(N2CCCCC2)=O)=O)CC1. The catalyst is C1COCC1.C(OCC)(=O)C. The product is [CH:1]1([NH:4][C:5]([C:7]2[N:8]=[N:9][N:10]3[C:14]4[CH:19]=[CH:18][C:17]([C:20]([NH:22][CH2:23][CH3:24])=[O:21])=[CH:16][C:15]=4[O:25][CH2:12][C:11]=23)=[O:6])[CH2:2][CH2:3]1. The yield is 0.802.